This data is from Reaction yield outcomes from USPTO patents with 853,638 reactions. The task is: Predict the reaction yield, written as a fraction of the theoretical maximum amount of product (1.0 means a 100% yield; for example, 0.34 means a 34% yield). (1) The reactants are [CH3:1][O:2][C:3]1[CH:25]=[C:24]([O:26][CH3:27])[CH:23]=[CH:22][C:4]=1[CH2:5][N:6]=[C:7]1[C:14]2[CH:15]=[CH:16][C:17]([N:19]([CH3:21])[CH3:20])=[CH:18][C:13]=2[CH2:12][CH2:11][CH2:10][CH2:9][CH2:8]1.[CH:28]([C:37](OC)=[O:38])([C:33](OC)=[O:34])[C:29]([O:31][CH3:32])=[O:30]. The catalyst is O(C1C=CC=CC=1)C1C=CC=CC=1. The product is [CH3:1][O:2][C:3]1[CH:25]=[C:24]([O:26][CH3:27])[CH:23]=[CH:22][C:4]=1[CH2:5][N:6]1[C:33](=[O:34])[C:28]([C:29]([O:31][CH3:32])=[O:30])=[C:37]([OH:38])[C:8]2[CH2:9][CH2:10][CH2:11][CH2:12][C:13]3[CH:18]=[C:17]([N:19]([CH3:20])[CH3:21])[CH:16]=[CH:15][C:14]=3[C:7]1=2. The yield is 0.440. (2) The reactants are [NH2:1][C:2]1[S:3][C:4]([C:11]([F:14])([F:13])[F:12])=[C:5]([C:7](=[O:10])[CH2:8][CH3:9])[N:6]=1.[Cl:15][CH2:16][C:17](=O)[CH2:18][C:19](OCC)=[O:20]. No catalyst specified. The product is [Cl:15][CH2:16][C:17]1[N:1]=[C:2]2[S:3][C:4]([C:11]([F:14])([F:12])[F:13])=[C:5]([C:7](=[O:10])[CH2:8][CH3:9])[N:6]2[C:19](=[O:20])[CH:18]=1. The yield is 0.170. (3) The reactants are C(=O)([O-])[O-].[K+].[K+].[CH:7]([C:10]1[C:15](=[O:16])[NH:14][C:13](=[O:17])[NH:12][C:11]=1[O:18][C:19]1[CH:20]=[C:21]([CH:24]=[C:25]([CH3:27])[CH:26]=1)[C:22]#[N:23])([CH3:9])[CH3:8].[CH2:28](I)[CH2:29][CH2:30][CH3:31]. The catalyst is CN(C=O)C. The product is [CH2:28]([N:12]1[C:11]([O:18][C:19]2[CH:20]=[C:21]([CH:24]=[C:25]([CH3:27])[CH:26]=2)[C:22]#[N:23])=[C:10]([CH:7]([CH3:9])[CH3:8])[C:15](=[O:16])[NH:14][C:13]1=[O:17])[CH2:29][CH2:30][CH3:31]. The yield is 0.170. (4) The reactants are S(Cl)(Cl)=O.[Cl:5][C:6]1[C:14]([Cl:15])=[CH:13][C:12]([N+:16]([O-:18])=[O:17])=[CH:11][C:7]=1[C:8]([OH:10])=O.O.[CH3:20]COC(C)=O. The catalyst is CN(C=O)C. The product is [Cl:5][C:6]1[C:14]([Cl:15])=[CH:13][C:12]([N+:16]([O-:18])=[O:17])=[CH:11][C:7]=1[C:8](=[O:10])[CH3:20]. The yield is 0.820.